This data is from Catalyst prediction with 721,799 reactions and 888 catalyst types from USPTO. The task is: Predict which catalyst facilitates the given reaction. (1) Reactant: [F:1][C:2](NS(C1C=CC=CC=1)=O)([F:4])[F:3].Cl.Cl.CN(C)CCC(O)=O.[CH2:24]([N:26](CC)[CH2:27][CH3:28])[CH3:25].[CH:31]1[CH:32]=[CH:33][C:34]2[N:39](O)N=N[C:35]=2[CH:36]=1.C(Cl)CCl. Product: [F:4][C:2]([F:1])([F:3])[C:31]1[CH:36]=[CH:35][C:34]([N:39]2[CH2:28][CH2:27][NH:26][CH2:24][CH2:25]2)=[CH:33][CH:32]=1. The catalyst class is: 138. (2) Reactant: Br[C:2]1[N:6]2[CH:7]=[CH:8][CH:9]=[N:10][C:5]2=[N:4][CH:3]=1.[SH:11][C:12]1[CH:17]=[CH:16][C:15]([NH:18][C:19](=[O:21])[CH3:20])=[CH:14][CH:13]=1.C(=O)([O-])[O-].[K+].[K+].CS(C)=O. Product: [N:4]1[CH:3]=[C:2]([S:11][C:12]2[CH:13]=[CH:14][C:15]([NH:18][C:19](=[O:21])[CH3:20])=[CH:16][CH:17]=2)[N:6]2[CH:7]=[CH:8][CH:9]=[N:10][C:5]=12. The catalyst class is: 6. (3) Reactant: C([C:3]1[CH:11]=[CH:10][C:6]([C:7](O)=[O:8])=[C:5]([CH3:12])[C:4]=1[Br:13])C.CO.Cl. Product: [Br:13][C:4]1[C:5]([CH3:12])=[C:6]([CH2:7][OH:8])[CH:10]=[CH:11][CH:3]=1. The catalyst class is: 7. (4) Reactant: [C:1]([O:5][C:6]([N:8]1[C:12]2[CH:13]([NH:17][CH2:18][CH2:19][CH2:20][CH2:21][NH:22][C:23]([O:25][C:26]([CH3:29])([CH3:28])[CH3:27])=[O:24])[CH2:14][CH2:15][CH2:16][C:11]=2[N:10]=[CH:9]1)=[O:7])([CH3:4])([CH3:3])[CH3:2].[C:30]([O:34][C:35]([N:37]1[C:41]2[CH:42]=[CH:43][CH:44]=[CH:45][C:40]=2[N:39]=[C:38]1[CH2:46]Cl)=[O:36])([CH3:33])([CH3:32])[CH3:31].[I-].[K+].C(N(C(C)C)CC)(C)C.C(=O)(O)[O-].[Na+]. Product: [C:30]([O:34][C:35]([N:37]1[C:41]2[CH:42]=[CH:43][CH:44]=[CH:45][C:40]=2[N:39]=[C:38]1[CH2:46][N:17]([CH2:18][CH2:19][CH2:20][CH2:21][NH:22][C:23]([O:25][C:26]([CH3:29])([CH3:28])[CH3:27])=[O:24])[CH:13]1[C:12]2[N:8]([C:6]([O:5][C:1]([CH3:4])([CH3:3])[CH3:2])=[O:7])[CH:9]=[N:10][C:11]=2[CH2:16][CH2:15][CH2:14]1)=[O:36])([CH3:33])([CH3:32])[CH3:31]. The catalyst class is: 23. (5) Reactant: C(OC([N:8]1[CH2:13][CH2:12][CH:11]([NH:14][CH2:15][C:16]2[CH:21]=[CH:20][CH:19]=[C:18]([N+:22]([O-:24])=[O:23])[CH:17]=2)[CH2:10][CH2:9]1)=O)(C)(C)C.Cl. Product: [N+:22]([C:18]1[CH:17]=[C:16]([CH:21]=[CH:20][CH:19]=1)[CH2:15][NH:14][CH:11]1[CH2:12][CH2:13][NH:8][CH2:9][CH2:10]1)([O-:24])=[O:23]. The catalyst class is: 135. (6) Reactant: [CH3:1][O:2][C:3]1[CH:8]=[CH:7][C:6]([C:9]2[C:17]3[C:16]([NH:18][CH:19]4[CH2:24][CH2:23][CH2:22][CH:21]([OH:25])[CH2:20]4)=[N:15][CH:14]=[N:13][C:12]=3[O:11][C:10]=2[C:26]2[CH:31]=[CH:30][CH:29]=[CH:28][CH:27]=2)=[CH:5][CH:4]=1. Product: [CH3:1][O:2][C:3]1[CH:4]=[CH:5][C:6]([C:9]2[C:17]3[C:16]([NH:18][C@H:19]4[CH2:24][CH2:23][CH2:22][C@H:21]([OH:25])[CH2:20]4)=[N:15][CH:14]=[N:13][C:12]=3[O:11][C:10]=2[C:26]2[CH:27]=[CH:28][CH:29]=[CH:30][CH:31]=2)=[CH:7][CH:8]=1.[CH3:1][O:2][C:3]1[CH:4]=[CH:5][C:6]([C:9]2[C:17]3[C:16]([NH:18][C@@H:19]4[CH2:24][CH2:23][CH2:22][C@H:21]([OH:25])[CH2:20]4)=[N:15][CH:14]=[N:13][C:12]=3[O:11][C:10]=2[C:26]2[CH:27]=[CH:28][CH:29]=[CH:30][CH:31]=2)=[CH:7][CH:8]=1. The catalyst class is: 90.